Dataset: Full USPTO retrosynthesis dataset with 1.9M reactions from patents (1976-2016). Task: Predict the reactants needed to synthesize the given product. (1) Given the product [C:1]([C:3]1[CH:8]=[CH:7][C:6]([CH2:9][CH2:10][C:11]2[N:27]=[CH:25][C:24]3[C:14](=[CH:15][C:16]([C:17]([O:19][CH3:20])=[O:18])=[CH:22][CH:23]=3)[N:13]=2)=[CH:5][CH:4]=1)#[N:2], predict the reactants needed to synthesize it. The reactants are: [C:1]([C:3]1[CH:8]=[CH:7][C:6]([CH2:9][CH2:10][C:11]([NH:13][C:14]2[CH:15]=[C:16]([CH:22]=[CH:23][C:24]=2[CH:25]=O)[C:17]([O:19][CH2:20]C)=[O:18])=O)=[CH:5][CH:4]=1)#[N:2].[NH3:27]. (2) Given the product [CH2:19]([O:26][C:27]1[S:28][C:29]([C:2]2[CH:7]=[CH:6][N:5]=[C:4]([NH:8][CH:9]3[CH2:14][C:13]([CH3:16])([CH3:15])[NH:12][C:11]([CH3:18])([CH3:17])[CH2:10]3)[N:3]=2)=[CH:30][CH:31]=1)[C:20]1[CH:21]=[CH:22][CH:23]=[CH:24][CH:25]=1, predict the reactants needed to synthesize it. The reactants are: Cl[C:2]1[CH:7]=[CH:6][N:5]=[C:4]([NH:8][CH:9]2[CH2:14][C:13]([CH3:16])([CH3:15])[NH:12][C:11]([CH3:18])([CH3:17])[CH2:10]2)[N:3]=1.[CH2:19]([O:26][C:27]1[S:28][CH:29]=[CH:30][CH:31]=1)[C:20]1[CH:25]=[CH:24][CH:23]=[CH:22][CH:21]=1. (3) Given the product [NH2:1][C:4]1[CH:5]=[CH:6][C:7]([C:10]2[CH:18]=[C:17]3[C:13]([C:14]([NH:19][C:20](=[O:24])[CH2:21][CH2:22][CH3:23])=[N:15][NH:16]3)=[CH:12][CH:11]=2)=[CH:8][CH:9]=1, predict the reactants needed to synthesize it. The reactants are: [N+:1]([C:4]1[CH:9]=[CH:8][C:7]([C:10]2[CH:18]=[C:17]3[C:13]([C:14]([NH:19][C:20](=[O:24])[CH2:21][CH2:22][CH3:23])=[N:15][NH:16]3)=[CH:12][CH:11]=2)=[CH:6][CH:5]=1)([O-])=O. (4) Given the product [F:1][C:2]1[CH:7]=[CH:6][CH:5]=[CH:4][C:3]=1[O:8][C:9]1[CH:10]=[CH:11][C:12]([NH2:15])=[CH:13][CH:14]=1, predict the reactants needed to synthesize it. The reactants are: [F:1][C:2]1[CH:7]=[CH:6][CH:5]=[CH:4][C:3]=1[O:8][C:9]1[CH:14]=[CH:13][C:12]([N+:15]([O-])=O)=[CH:11][CH:10]=1.[NH4+].[Cl-]. (5) Given the product [CH2:26]([NH:28][CH2:2][C:3]1[CH:4]=[C:5]([S:22]([NH2:25])(=[O:24])=[O:23])[CH:6]=[CH:7][C:8]=1[N:9]1[C:17]2[CH2:16][CH2:15][CH2:14][CH2:13][C:12]=2[C:11]([C:18]([F:21])([F:20])[F:19])=[N:10]1)[CH3:27], predict the reactants needed to synthesize it. The reactants are: O[CH2:2][C:3]1[CH:4]=[C:5]([S:22]([NH2:25])(=[O:24])=[O:23])[CH:6]=[CH:7][C:8]=1[N:9]1[C:17]2[CH2:16][CH2:15][CH2:14][CH2:13][C:12]=2[C:11]([C:18]([F:21])([F:20])[F:19])=[N:10]1.[CH2:26]([NH2:28])[CH3:27].